From a dataset of Forward reaction prediction with 1.9M reactions from USPTO patents (1976-2016). Predict the product of the given reaction. Given the reactants [NH2:1][C:2]1[CH:3]=[CH:4][CH:5]=[C:6]2[C:11]=1[N:10]=[CH:9][CH:8]=[CH:7]2.C(O[CH:15]=[C:16]([C:22]([O:24][CH2:25][CH3:26])=[O:23])[C:17]([O:19]CC)=O)C.C1(OC2C=CC=CC=2)C=CC=CC=1, predict the reaction product. The product is: [CH2:25]([O:24][C:22]([CH:16]1[C:17](=[O:19])[C:3]2[C:2](=[C:11]3[C:6](=[CH:5][CH:4]=2)[CH:7]=[CH:8][CH:9]=[N:10]3)[N:1]=[CH:15]1)=[O:23])[CH3:26].